From a dataset of Forward reaction prediction with 1.9M reactions from USPTO patents (1976-2016). Predict the product of the given reaction. (1) Given the reactants [CH3:1][O:2][C:3]([C:5]1[C:6](=[O:17])[S:7][C:8]2[C:13]([C:14]=1[OH:15])=[CH:12][CH:11]=[C:10](Br)[CH:9]=2)=[O:4].[Cl:18][C:19]1[CH:20]=[C:21](B(O)O)[CH:22]=[CH:23][C:24]=1[F:25], predict the reaction product. The product is: [CH3:1][O:2][C:3]([C:5]1[C:6](=[O:17])[S:7][C:8]2[C:13]([C:14]=1[OH:15])=[CH:12][CH:11]=[C:10]([C:21]1[CH:22]=[CH:23][C:24]([F:25])=[C:19]([Cl:18])[CH:20]=1)[CH:9]=2)=[O:4]. (2) Given the reactants [CH2:1]([N:8]([CH2:14]OC)[CH2:9][Si](C)(C)C)[C:2]1[CH:7]=[CH:6][CH:5]=[CH:4][CH:3]=1.[C:17]1(=[CH:27]/[C:28]([O:30][CH2:31][CH3:32])=[O:29])/[CH2:18][CH2:19][CH2:20][C:21]2[C:26]/1=[CH:25][CH:24]=[CH:23][CH:22]=2.C(O)(C(F)(F)F)=O, predict the reaction product. The product is: [CH2:1]([N:8]1[CH2:14][CH:27]([C:28]([O:30][CH2:31][CH3:32])=[O:29])[C:17]2([C:26]3[C:21](=[CH:22][CH:23]=[CH:24][CH:25]=3)[CH2:20][CH2:19][CH2:18]2)[CH2:9]1)[C:2]1[CH:7]=[CH:6][CH:5]=[CH:4][CH:3]=1. (3) Given the reactants [CH2:1]([CH:8]1[CH2:13][CH2:12][N:11]([CH2:14][C@H:15]2[CH2:19][CH2:18][C@@H:17]([NH:20][C:21]([C@:23]34[CH2:49][CH2:48][C@@H:47]([C:50]([CH3:52])=[CH2:51])[C@@H:24]3[C@@H:25]3[C@@:38]([CH3:41])([CH2:39][CH2:40]4)[C@@:37]4([CH3:42])[C@@H:28]([C@:29]5([CH3:46])[C@@H:34]([CH2:35][CH2:36]4)[C:33]([CH3:44])([CH3:43])[C@@H:32]([OH:45])[CH2:31][CH2:30]5)[CH2:27][CH2:26]3)=[O:22])[CH2:16]2)[CH2:10][CH2:9]1)[C:2]1[CH:7]=[CH:6][CH:5]=[CH:4][CH:3]=1.N1C=CC=CC=1.[C:59]1(=[O:66])[O:65][C:63](=[O:64])[CH2:62][CH2:61][CH2:60]1, predict the reaction product. The product is: [CH2:1]([CH:8]1[CH2:13][CH2:12][N:11]([CH2:14][C@H:15]2[CH2:19][CH2:18][C@@H:17]([NH:20][C:21]([C@:23]34[CH2:49][CH2:48][C@@H:47]([C:50]([CH3:52])=[CH2:51])[C@@H:24]3[C@@H:25]3[C@@:38]([CH3:41])([CH2:39][CH2:40]4)[C@@:37]4([CH3:42])[C@@H:28]([C@:29]5([CH3:46])[C@@H:34]([CH2:35][CH2:36]4)[C:33]([CH3:44])([CH3:43])[C@@H:32]([O:45][C:59](=[O:66])[CH2:60][CH2:61][CH2:62][C:63]([OH:65])=[O:64])[CH2:31][CH2:30]5)[CH2:27][CH2:26]3)=[O:22])[CH2:16]2)[CH2:10][CH2:9]1)[C:2]1[CH:7]=[CH:6][CH:5]=[CH:4][CH:3]=1. (4) Given the reactants [C:1]1([C:7]2[N:8]=[C:9]3[N:14]=[C:13]([NH2:15])[CH:12]=[CH:11][N:10]3[CH:16]=2)[CH:6]=[CH:5][CH:4]=[CH:3][CH:2]=1.[CH3:17][O:18][C:19]1[N:27]=[CH:26][CH:25]=[CH:24][C:20]=1[C:21](O)=[O:22].C(N(C(C)C)CC)(C)C.CCCP(=O)=O, predict the reaction product. The product is: [CH3:17][O:18][C:19]1[N:27]=[CH:26][CH:25]=[CH:24][C:20]=1[C:21]([NH:15][C:13]1[CH:12]=[CH:11][N:10]2[CH:16]=[C:7]([C:1]3[CH:2]=[CH:3][CH:4]=[CH:5][CH:6]=3)[N:8]=[C:9]2[N:14]=1)=[O:22].